Dataset: NCI-60 drug combinations with 297,098 pairs across 59 cell lines. Task: Regression. Given two drug SMILES strings and cell line genomic features, predict the synergy score measuring deviation from expected non-interaction effect. (1) Drug 1: C1=C(C(=O)NC(=O)N1)F. Drug 2: CS(=O)(=O)CCNCC1=CC=C(O1)C2=CC3=C(C=C2)N=CN=C3NC4=CC(=C(C=C4)OCC5=CC(=CC=C5)F)Cl. Cell line: HOP-92. Synergy scores: CSS=15.2, Synergy_ZIP=-2.18, Synergy_Bliss=-5.17, Synergy_Loewe=-4.94, Synergy_HSA=-4.20. (2) Drug 1: C1=NC2=C(N=C(N=C2N1C3C(C(C(O3)CO)O)O)F)N. Drug 2: C(=O)(N)NO. Cell line: SF-295. Synergy scores: CSS=-1.80, Synergy_ZIP=0.529, Synergy_Bliss=0.411, Synergy_Loewe=-3.38, Synergy_HSA=-2.29. (3) Drug 1: CN(CC1=CN=C2C(=N1)C(=NC(=N2)N)N)C3=CC=C(C=C3)C(=O)NC(CCC(=O)O)C(=O)O. Drug 2: C(CCl)NC(=O)N(CCCl)N=O. Cell line: MOLT-4. Synergy scores: CSS=50.3, Synergy_ZIP=-2.27, Synergy_Bliss=-2.53, Synergy_Loewe=-38.8, Synergy_HSA=-0.615. (4) Drug 1: C1=NC2=C(N=C(N=C2N1C3C(C(C(O3)CO)O)O)F)N. Drug 2: COC1=C2C(=CC3=C1OC=C3)C=CC(=O)O2. Cell line: SR. Synergy scores: CSS=4.42, Synergy_ZIP=1.11, Synergy_Bliss=4.32, Synergy_Loewe=0.795, Synergy_HSA=0.746. (5) Drug 1: C1=CC(=CC=C1C#N)C(C2=CC=C(C=C2)C#N)N3C=NC=N3. Drug 2: CC1=C(C=C(C=C1)NC(=O)C2=CC=C(C=C2)CN3CCN(CC3)C)NC4=NC=CC(=N4)C5=CN=CC=C5. Cell line: NCI-H322M. Synergy scores: CSS=2.28, Synergy_ZIP=-1.55, Synergy_Bliss=0.317, Synergy_Loewe=-0.0661, Synergy_HSA=-0.0810. (6) Drug 1: CC1=C(C=C(C=C1)NC2=NC=CC(=N2)N(C)C3=CC4=NN(C(=C4C=C3)C)C)S(=O)(=O)N.Cl. Drug 2: CC1CCC2CC(C(=CC=CC=CC(CC(C(=O)C(C(C(=CC(C(=O)CC(OC(=O)C3CCCCN3C(=O)C(=O)C1(O2)O)C(C)CC4CCC(C(C4)OC)OCCO)C)C)O)OC)C)C)C)OC. Cell line: TK-10. Synergy scores: CSS=28.2, Synergy_ZIP=5.22, Synergy_Bliss=8.97, Synergy_Loewe=-5.91, Synergy_HSA=8.82. (7) Drug 1: C1=CC(=C2C(=C1NCCNCCO)C(=O)C3=C(C=CC(=C3C2=O)O)O)NCCNCCO. Drug 2: C1CC(=O)NC(=O)C1N2C(=O)C3=CC=CC=C3C2=O. Cell line: A549. Synergy scores: CSS=40.3, Synergy_ZIP=0.0439, Synergy_Bliss=-2.12, Synergy_Loewe=-33.5, Synergy_HSA=-1.12.